This data is from Full USPTO retrosynthesis dataset with 1.9M reactions from patents (1976-2016). The task is: Predict the reactants needed to synthesize the given product. (1) Given the product [Cl:24][C:9]1[CH:8]=[CH:7][C:6]2[C:11](=[C:2]([Cl:1])[CH:3]=[CH:4][C:5]=2[O:13][CH2:14][CH2:15][N:16]2[CH2:21][CH2:20][CH2:19][CH2:18][CH2:17]2)[N:10]=1, predict the reactants needed to synthesize it. The reactants are: [Cl:1][C:2]1[CH:3]=[CH:4][C:5]([O:13][CH2:14][CH2:15][N:16]2[CH2:21][CH2:20][CH2:19][CH2:18][CH2:17]2)=[C:6]2[C:11]=1[NH:10][C:9](=O)[CH:8]=[CH:7]2.O=P(Cl)(Cl)[Cl:24].[Cl-].C([NH+](CC)CC)C. (2) Given the product [CH:2]([C:3]1[CH:16]=[CH:15][C:6]([C:7]([NH:9][CH2:10][Si:11]([CH3:14])([CH3:13])[CH3:12])=[O:8])=[CH:5][C:4]=1[C:17]([F:20])([F:19])[F:18])=[O:24], predict the reactants needed to synthesize it. The reactants are: Br[CH:2](Br)[C:3]1[CH:16]=[CH:15][C:6]([C:7]([NH:9][CH2:10][Si:11]([CH3:14])([CH3:13])[CH3:12])=[O:8])=[CH:5][C:4]=1[C:17]([F:20])([F:19])[F:18].CC[OH:24]. (3) Given the product [NH2:7][C:8]([CH2:16][N:17]1[C:25]2[C:20](=[CH:21][C:22]([C:26]3[N:30]=[C:29]([C:31]4[CH:36]=[CH:35][C:34]([O:37][CH2:38][CH2:39][CH2:40][CH2:41][CH3:42])=[C:33]([Cl:43])[CH:32]=4)[O:28][N:27]=3)=[CH:23][CH:24]=2)[CH2:19][CH2:18]1)([CH2:9][OH:10])[CH2:13][OH:12], predict the reactants needed to synthesize it. The reactants are: C(OC(=O)[NH:7][C:8]1([CH2:16][N:17]2[C:25]3[C:20](=[CH:21][C:22]([C:26]4[N:30]=[C:29]([C:31]5[CH:36]=[CH:35][C:34]([O:37][CH2:38][CH2:39][CH2:40][CH2:41][CH3:42])=[C:33]([Cl:43])[CH:32]=5)[O:28][N:27]=4)=[CH:23][CH:24]=3)[CH2:19][CH2:18]2)[CH2:13][O:12]C(C)(C)[O:10][CH2:9]1)(C)(C)C.C(OC1C=C(C2ON=C(C3C=CC=C4C=3CCN4CC3(NC(=O)OC(C)(C)C)COC(C)(C)OC3)N=2)C=CC=1OCC)C. (4) Given the product [CH:32]1([CH2:31][N:28]2[CH2:29][CH2:30][N:25]([C:23]([C:20]3[CH:19]=[CH:18][C:17]([C:5]4[NH:6][C:7](=[O:12])[C:8]5[C:3]([CH:4]=4)=[C:2]([CH3:1])[CH:11]=[CH:10][CH:9]=5)=[N:22][CH:21]=3)=[O:24])[CH2:26][CH2:27]2)[CH2:34][CH2:33]1, predict the reactants needed to synthesize it. The reactants are: [CH3:1][C:2]1[CH:11]=[CH:10][CH:9]=[C:8]2[C:3]=1[CH:4]=[C:5](B(O)O)[NH:6][C:7]2=[O:12].Br[C:17]1[N:22]=[CH:21][C:20]([C:23]([N:25]2[CH2:30][CH2:29][N:28]([CH2:31][CH:32]3[CH2:34][CH2:33]3)[CH2:27][CH2:26]2)=[O:24])=[CH:19][CH:18]=1.C([O-])([O-])=O.[K+].[K+]. (5) Given the product [F:11][C:2]([F:1])([F:12])[C:3]1([C:8]([N:13]2[CH2:18][CH2:17][CH:16]([C:19]([O:21][CH2:22][CH3:23])=[O:20])[CH2:15][CH2:14]2)=[O:10])[CH2:4][CH2:5][CH2:6][CH2:7]1, predict the reactants needed to synthesize it. The reactants are: [F:1][C:2]([F:12])([F:11])[C:3]1([C:8]([OH:10])=O)[CH2:7][CH2:6][CH2:5][CH2:4]1.[NH:13]1[CH2:18][CH2:17][CH:16]([C:19]([O:21][CH2:22][CH3:23])=[O:20])[CH2:15][CH2:14]1.C(Cl)CCl.C1C=CC2N(O)N=NC=2C=1.CCN(C(C)C)C(C)C.[NH4+].[Cl-]. (6) Given the product [CH:5]1([CH2:6][N:7]2[CH2:11][CH2:10][N:9]([C:12]3[CH:13]=[C:14]([CH:19]=[CH:20][N:21]=3)[C:15]([NH:52][CH2:51][C:48]3[CH:49]=[CH:50][N:45]=[CH:46][CH:47]=3)=[O:17])[C:8]2=[O:22])[CH2:23][CH2:24]1, predict the reactants needed to synthesize it. The reactants are: FC1[CH:24]=[CH:23][C:5]([CH2:6][N:7]2[CH2:11][CH2:10][N:9]([C:12]3[CH:13]=[C:14]([CH:19]=[CH:20][N:21]=3)[C:15]([O:17]C)=O)[C:8]2=[O:22])=CC=1.C1(CN2CCN(C3C=C(C=CN=3)C(OC)=O)C2=O)CC1.[N:45]1[CH:50]=[CH:49][C:48]([CH2:51][NH2:52])=[CH:47][CH:46]=1. (7) Given the product [Cl:27][C:28]1[CH:29]=[C:30]([C:2]2[C:11]3[C:6](=[CH:7][C:8]([S:12]([O:15][C:16]4[C:21]([F:22])=[C:20]([F:23])[C:19]([F:24])=[C:18]([F:25])[C:17]=4[F:26])(=[O:14])=[O:13])=[CH:9][CH:10]=3)[CH:5]=[CH:4][N:3]=2)[C:31]([O:35][CH3:36])=[N:32][C:33]=1[Cl:34], predict the reactants needed to synthesize it. The reactants are: Cl[C:2]1[C:11]2[C:6](=[CH:7][C:8]([S:12]([O:15][C:16]3[C:21]([F:22])=[C:20]([F:23])[C:19]([F:24])=[C:18]([F:25])[C:17]=3[F:26])(=[O:14])=[O:13])=[CH:9][CH:10]=2)[CH:5]=[CH:4][N:3]=1.[Cl:27][C:28]1[CH:29]=[C:30](B(O)O)[C:31]([O:35][CH3:36])=[N:32][C:33]=1[Cl:34].C(=O)([O-])[O-].[K+].[K+]. (8) The reactants are: [CH3:1][O:2][C:3]1[CH:12]=[CH:11][CH:10]=[C:9]2[C:4]=1[CH:5]=[CH:6][C:7](B1OC(C)(C)C(C)(C)O1)=[CH:8]2.Cl[C:23]1[CH:24]=[C:25]([CH2:29][N:30]2[CH:34]=[CH:33][N:32]=[C:31]2[CH3:35])[N:26]=[N:27][CH:28]=1. Given the product [CH3:1][O:2][C:3]1[CH:12]=[CH:11][CH:10]=[C:9]2[C:4]=1[CH:5]=[CH:6][C:7]([C:23]1[CH:24]=[C:25]([CH2:29][N:30]3[CH:34]=[CH:33][N:32]=[C:31]3[CH3:35])[N:26]=[N:27][CH:28]=1)=[CH:8]2, predict the reactants needed to synthesize it.